This data is from Full USPTO retrosynthesis dataset with 1.9M reactions from patents (1976-2016). The task is: Predict the reactants needed to synthesize the given product. (1) Given the product [C:1]([C:3]1[CH:4]=[CH:5][C:6]([C:9]2[CH:10]=[C:11]([CH3:14])[NH:12][C:13]=2[CH:21]=[O:22])=[CH:7][CH:8]=1)#[N:2], predict the reactants needed to synthesize it. The reactants are: [C:1]([C:3]1[CH:8]=[CH:7][C:6]([C:9]2[CH:10]=[C:11]([CH3:14])[NH:12][CH:13]=2)=[CH:5][CH:4]=1)#[N:2].C[N+](C)=CCl.[Cl-].[C:21](=O)(O)[O-:22].[Na+]. (2) Given the product [NH2:40][C:41]1[CH:49]=[N:48][CH:47]=[CH:46][C:42]=1[C:43]([N:4]1[CH2:5][CH2:6][C@H:7]([O:8][C:9]2[CH:16]=[CH:15][C:14]([C:17]3[N:22]=[C:21]([NH:23][C:24]4[CH:29]=[CH:28][C:27]([N:30]5[CH2:31][CH2:32][N:33]([CH:36]6[CH2:39][O:38][CH2:37]6)[CH2:34][CH2:35]5)=[CH:26][CH:25]=4)[N:20]=[CH:19][N:18]=3)=[CH:13][C:10]=2[C:11]#[N:12])[C@H:2]([F:1])[CH2:3]1)=[O:44], predict the reactants needed to synthesize it. The reactants are: [F:1][C@H:2]1[C@@H:7]([O:8][C:9]2[CH:16]=[CH:15][C:14]([C:17]3[N:22]=[C:21]([NH:23][C:24]4[CH:29]=[CH:28][C:27]([N:30]5[CH2:35][CH2:34][N:33]([CH:36]6[CH2:39][O:38][CH2:37]6)[CH2:32][CH2:31]5)=[CH:26][CH:25]=4)[N:20]=[CH:19][N:18]=3)=[CH:13][C:10]=2[C:11]#[N:12])[CH2:6][CH2:5][NH:4][CH2:3]1.[NH2:40][C:41]1[CH:49]=[N:48][CH:47]=[CH:46][C:42]=1[C:43](O)=[O:44].C(N(CC)C(C)C)(C)C.CN(C(ON1N=NC2C=CC=NC1=2)=[N+](C)C)C.F[P-](F)(F)(F)(F)F.